From a dataset of Reaction yield outcomes from USPTO patents with 853,638 reactions. Predict the reaction yield, written as a fraction of the theoretical maximum amount of product (1.0 means a 100% yield; for example, 0.34 means a 34% yield). The reactants are [Cl:1][C:2]1[CH:13]=[CH:12][C:5]2[NH:6][C:7](=[O:11])[O:8][C:9](=[O:10])[C:4]=2[CH:3]=1.[H-].[Na+].[CH2:16](Br)[C:17]1[CH:22]=[CH:21][CH:20]=[CH:19][CH:18]=1. The catalyst is CN(C=O)C. The product is [CH2:16]([N:6]1[C:5]2[CH:12]=[CH:13][C:2]([Cl:1])=[CH:3][C:4]=2[C:9](=[O:10])[O:8][C:7]1=[O:11])[C:17]1[CH:22]=[CH:21][CH:20]=[CH:19][CH:18]=1. The yield is 0.900.